Dataset: NCI-60 drug combinations with 297,098 pairs across 59 cell lines. Task: Regression. Given two drug SMILES strings and cell line genomic features, predict the synergy score measuring deviation from expected non-interaction effect. (1) Drug 1: C1=NC(=NC(=O)N1C2C(C(C(O2)CO)O)O)N. Drug 2: CCN(CC)CCNC(=O)C1=C(NC(=C1C)C=C2C3=C(C=CC(=C3)F)NC2=O)C. Cell line: MOLT-4. Synergy scores: CSS=17.5, Synergy_ZIP=-3.67, Synergy_Bliss=-2.10, Synergy_Loewe=-6.26, Synergy_HSA=-3.52. (2) Drug 1: CNC(=O)C1=NC=CC(=C1)OC2=CC=C(C=C2)NC(=O)NC3=CC(=C(C=C3)Cl)C(F)(F)F. Drug 2: C1=CC=C(C(=C1)C(C2=CC=C(C=C2)Cl)C(Cl)Cl)Cl. Cell line: UACC62. Synergy scores: CSS=2.71, Synergy_ZIP=2.46, Synergy_Bliss=6.81, Synergy_Loewe=4.35, Synergy_HSA=6.12. (3) Drug 2: CC1C(C(CC(O1)OC2CC(CC3=C2C(=C4C(=C3O)C(=O)C5=C(C4=O)C(=CC=C5)OC)O)(C(=O)CO)O)N)O.Cl. Cell line: NCI-H460. Drug 1: CC(C1=C(C=CC(=C1Cl)F)Cl)OC2=C(N=CC(=C2)C3=CN(N=C3)C4CCNCC4)N. Synergy scores: CSS=40.5, Synergy_ZIP=-2.34, Synergy_Bliss=-6.57, Synergy_Loewe=-15.9, Synergy_HSA=-5.35. (4) Drug 1: CC12CCC(CC1=CCC3C2CCC4(C3CC=C4C5=CN=CC=C5)C)O. Drug 2: C1=CN(C(=O)N=C1N)C2C(C(C(O2)CO)O)O.Cl. Cell line: NCI/ADR-RES. Synergy scores: CSS=37.5, Synergy_ZIP=-5.74, Synergy_Bliss=-0.106, Synergy_Loewe=-24.8, Synergy_HSA=2.14. (5) Drug 2: CC12CCC3C(C1CCC2OP(=O)(O)O)CCC4=C3C=CC(=C4)OC(=O)N(CCCl)CCCl.[Na+]. Cell line: CCRF-CEM. Drug 1: CC(C)CN1C=NC2=C1C3=CC=CC=C3N=C2N. Synergy scores: CSS=-4.62, Synergy_ZIP=-0.420, Synergy_Bliss=-1.01, Synergy_Loewe=-2.73, Synergy_HSA=-3.87. (6) Drug 1: CS(=O)(=O)C1=CC(=C(C=C1)C(=O)NC2=CC(=C(C=C2)Cl)C3=CC=CC=N3)Cl. Drug 2: C1=CN(C(=O)N=C1N)C2C(C(C(O2)CO)O)O.Cl. Cell line: M14. Synergy scores: CSS=6.73, Synergy_ZIP=-0.795, Synergy_Bliss=3.33, Synergy_Loewe=-35.0, Synergy_HSA=0.318. (7) Cell line: MDA-MB-231. Synergy scores: CSS=15.1, Synergy_ZIP=-3.90, Synergy_Bliss=-2.65, Synergy_Loewe=-25.2, Synergy_HSA=-3.83. Drug 1: CC1=C(C(=CC=C1)Cl)NC(=O)C2=CN=C(S2)NC3=CC(=NC(=N3)C)N4CCN(CC4)CCO. Drug 2: CS(=O)(=O)OCCCCOS(=O)(=O)C. (8) Drug 1: C1=CC(=CC=C1CCCC(=O)O)N(CCCl)CCCl. Drug 2: CC1=C(C=C(C=C1)C(=O)NC2=CC(=CC(=C2)C(F)(F)F)N3C=C(N=C3)C)NC4=NC=CC(=N4)C5=CN=CC=C5. Cell line: UACC-257. Synergy scores: CSS=-7.56, Synergy_ZIP=-1.81, Synergy_Bliss=-6.56, Synergy_Loewe=-10.4, Synergy_HSA=-10.0. (9) Drug 1: C1=CN(C=N1)CC(O)(P(=O)(O)O)P(=O)(O)O. Drug 2: C1C(C(OC1N2C=NC(=NC2=O)N)CO)O. Cell line: 786-0. Synergy scores: CSS=1.12, Synergy_ZIP=0.0174, Synergy_Bliss=1.12, Synergy_Loewe=-1.24, Synergy_HSA=-0.243.